This data is from Reaction yield outcomes from USPTO patents with 853,638 reactions. The task is: Predict the reaction yield, written as a fraction of the theoretical maximum amount of product (1.0 means a 100% yield; for example, 0.34 means a 34% yield). (1) The reactants are C(O)C.[CH2:4]([O:6][C:7](=[O:11])[CH2:8][C:9]#[N:10])[CH3:5].[OH-:12].[Na+].Cl.[NH2:15]O. The catalyst is O. The product is [CH2:4]([O:6][C:7](=[O:11])[CH2:8][C:9](=[NH:15])[NH:10][OH:12])[CH3:5]. The yield is 0.227. (2) The catalyst is CO. The reactants are C[O:2][C:3](=[O:27])[C:4]1[CH:9]=[CH:8][C:7]([CH:10]([NH:19][C:20]([O:22][C:23]([CH3:26])([CH3:25])[CH3:24])=[O:21])[CH2:11][C:12]([O:14][C:15]([CH3:18])([CH3:17])[CH3:16])=[O:13])=[CH:6][CH:5]=1.[Li+].[OH-]. The yield is 0.440. The product is [C:15]([O:14][C:12]([CH2:11][CH:10]([C:7]1[CH:6]=[CH:5][C:4]([C:3]([OH:27])=[O:2])=[CH:9][CH:8]=1)[NH:19][C:20]([O:22][C:23]([CH3:26])([CH3:25])[CH3:24])=[O:21])=[O:13])([CH3:16])([CH3:17])[CH3:18]. (3) The reactants are [Cl:1][C:2]1[N:10]([C:11]2[CH:16]=[CH:15][C:14]([C:17]3[N:18]=[C:19]([NH:22]C(=O)C)[S:20][CH:21]=3)=[CH:13][CH:12]=2)[C:9]2[C:8](=[O:26])[N:7]([C:27]3[CH:32]=[CH:31][CH:30]=[C:29]([O:33][CH3:34])[CH:28]=3)[C:6](=[O:35])[NH:5][C:4]=2[CH:3]=1.Cl. The catalyst is C(O)C. The product is [ClH:1].[NH2:22][C:19]1[S:20][CH:21]=[C:17]([C:14]2[CH:13]=[CH:12][C:11]([N:10]3[C:9]4[C:8](=[O:26])[N:7]([C:27]5[CH:32]=[CH:31][CH:30]=[C:29]([O:33][CH3:34])[CH:28]=5)[C:6](=[O:35])[NH:5][C:4]=4[CH:3]=[C:2]3[Cl:1])=[CH:16][CH:15]=2)[N:18]=1. The yield is 0.780. (4) The reactants are [CH2:1]([N:3]([CH2:37][CH3:38])[CH2:4][CH2:5][CH2:6][NH:7][C:8]1[N:9]=[C:10]([C:27]2[C:28]([CH3:36])=[C:29]([CH:33]=[CH:34][CH:35]=2)[C:30](O)=[O:31])[C:11]2[CH:17]=[CH:16][C:15](=[O:18])[N:14]([C:19]3[C:24]([F:25])=[CH:23][CH:22]=[CH:21][C:20]=3[F:26])[C:12]=2[N:13]=1)[CH3:2].CN(C(O[N:47]1N=N[C:49]2[CH:50]=CC=C[C:48]1=2)=[N+](C)C)C.F[P-](F)(F)(F)(F)F.C(N(CC)CC)C.C(N)CC. The catalyst is CN(C=O)C. The product is [CH2:37]([N:3]([CH2:1][CH3:2])[CH2:4][CH2:5][CH2:6][NH:7][C:8]1[N:9]=[C:10]([C:27]2[C:28]([CH3:36])=[C:29]([CH:33]=[CH:34][CH:35]=2)[C:30]([NH:47][CH2:48][CH2:49][CH3:50])=[O:31])[C:11]2[CH:17]=[CH:16][C:15](=[O:18])[N:14]([C:19]3[C:24]([F:25])=[CH:23][CH:22]=[CH:21][C:20]=3[F:26])[C:12]=2[N:13]=1)[CH3:38]. The yield is 0.530. (5) The reactants are [CH3:1][C:2]1[NH:3][C:4](=[O:10])[O:5][C:6]=1[C:7]([OH:9])=O.O1CCCC1.C(Cl)(=O)C(Cl)=O.[NH2:22][C:23]1[CH:24]=[C:25]([CH:42]=[CH:43][C:44]=1[CH3:45])[O:26][C:27]1[CH:28]=[CH:29][C:30]2[N:31]([CH:33]=[C:34]([NH:36][C:37]([CH:39]3[CH2:41][CH2:40]3)=[O:38])[N:35]=2)[N:32]=1. The catalyst is CN(C)C=O.CN(C)C(=O)C. The product is [CH:39]1([C:37]([NH:36][C:34]2[N:35]=[C:30]3[CH:29]=[CH:28][C:27]([O:26][C:25]4[CH:42]=[CH:43][C:44]([CH3:45])=[C:23]([NH:22][C:7]([C:6]5[O:5][C:4](=[O:10])[NH:3][C:2]=5[CH3:1])=[O:9])[CH:24]=4)=[N:32][N:31]3[CH:33]=2)=[O:38])[CH2:40][CH2:41]1. The yield is 0.350. (6) The reactants are [Cl:1][C:2]1[CH:6]=[N:5][N:4]([CH3:7])[C:3]=1[C:8]1[CH:9]=[C:10]([NH2:16])[CH:11]=[CH:12][C:13]=1[O:14][CH3:15].[F:17][C:18]1[CH:19]=[C:20]([N:24]=[C:25]=[O:26])[CH:21]=[CH:22][CH:23]=1. No catalyst specified. The product is [Cl:1][C:2]1[CH:6]=[N:5][N:4]([CH3:7])[C:3]=1[C:8]1[CH:9]=[C:10]([NH:16][C:25]([NH:24][C:20]2[CH:21]=[CH:22][CH:23]=[C:18]([F:17])[CH:19]=2)=[O:26])[CH:11]=[CH:12][C:13]=1[O:14][CH3:15]. The yield is 0.0100. (7) The reactants are Cl[CH2:2][C:3]1[O:7][N:6]=[C:5]([C:8]2[CH:13]=[C:12]([F:14])[CH:11]=[CH:10][C:9]=2[F:15])[N:4]=1.[CH2:16]([N:18]1[C:22]([C:23]2[S:24][CH:25]=[CH:26][CH:27]=2)=[N:21][NH:20][C:19]1=[S:28])[CH3:17].C(=O)([O-])[O-].[K+].[K+].C(OCC)(=O)C. The catalyst is CN(C=O)C. The product is [F:15][C:9]1[CH:10]=[CH:11][C:12]([F:14])=[CH:13][C:8]=1[C:5]1[N:4]=[C:3]([CH2:2][S:28][C:19]2[N:18]([CH2:16][CH3:17])[C:22]([C:23]3[S:24][CH:25]=[CH:26][CH:27]=3)=[N:21][N:20]=2)[O:7][N:6]=1. The yield is 0.500.